Dataset: Forward reaction prediction with 1.9M reactions from USPTO patents (1976-2016). Task: Predict the product of the given reaction. Given the reactants [B-:1]([F:5])([F:4])([F:3])[F:2].[B-](F)(F)(F)F.[CH2:11]1[N+:16]2([CH2:19][Cl:20])[CH2:17][CH2:18][N+:13](F)([CH2:14][CH2:15]2)[CH2:12]1.OS(O)(=O)=O, predict the reaction product. The product is: [F:2][B-:1]([F:5])([F:4])[F:3].[Cl:20][CH2:19][N+:16]12[CH2:17][CH2:18][N:13]([CH2:12][CH2:11]1)[CH2:14][CH2:15]2.